This data is from Full USPTO retrosynthesis dataset with 1.9M reactions from patents (1976-2016). The task is: Predict the reactants needed to synthesize the given product. Given the product [CH3:1][O:2][C:3](=[O:12])[C:4]1[CH:9]=[CH:8][C:7]([C:25]#[N:26])=[CH:6][C:5]=1[Cl:11], predict the reactants needed to synthesize it. The reactants are: [CH3:1][O:2][C:3](=[O:12])[C:4]1[CH:9]=[CH:8][C:7](N)=[CH:6][C:5]=1[Cl:11].N([O-])=O.[Na+].N(O)=O.C([O-])(O)=O.[Na+].[C:25]([Cu])#[N:26].[C-]#N.[K+].